From a dataset of Peptide-MHC class II binding affinity with 134,281 pairs from IEDB. Regression. Given a peptide amino acid sequence and an MHC pseudo amino acid sequence, predict their binding affinity value. This is MHC class II binding data. (1) The binding affinity (normalized) is 0.489. The MHC is DRB1_0901 with pseudo-sequence DRB1_0901. The peptide sequence is VALTLTSYLGLTQPF. (2) The binding affinity (normalized) is 0.418. The peptide sequence is MVQSQMLLIVLKIHL. The MHC is DRB1_0101 with pseudo-sequence DRB1_0101. (3) The peptide sequence is MDKFLANVSTVLTGK. The MHC is DRB1_0401 with pseudo-sequence DRB1_0401. The binding affinity (normalized) is 0.606.